Dataset: Forward reaction prediction with 1.9M reactions from USPTO patents (1976-2016). Task: Predict the product of the given reaction. (1) Given the reactants [C:1]1([C:7]2[CH:16]=[CH:15][CH:14]=[C:13]3[C:8]=2[C:9]([NH:19][CH2:20][C:21]2[CH:26]=[CH:25][CH:24]=[CH:23][N:22]=2)=[N:10][C:11]([CH:17]=O)=[N:12]3)[CH:6]=[CH:5][CH:4]=[CH:3][CH:2]=1.[CH2:27]([O:34][C:35]([NH:37][CH:38](P(OC)(OC)=O)[C:39]([O:41][CH3:42])=[O:40])=[O:36])[C:28]1[CH:33]=[CH:32][CH:31]=[CH:30][CH:29]=1.CN(C)C(=N)N(C)C, predict the reaction product. The product is: [CH2:27]([O:34][C:35]([NH:37]/[C:38](=[CH:17]\[C:11]1[N:10]=[C:9]([NH:19][CH2:20][C:21]2[CH:26]=[CH:25][CH:24]=[CH:23][N:22]=2)[C:8]2[C:13](=[CH:14][CH:15]=[CH:16][C:7]=2[C:1]2[CH:6]=[CH:5][CH:4]=[CH:3][CH:2]=2)[N:12]=1)/[C:39]([O:41][CH3:42])=[O:40])=[O:36])[C:28]1[CH:29]=[CH:30][CH:31]=[CH:32][CH:33]=1. (2) Given the reactants [OH-:1].[Li+].OO.C([C@H]1COC(=O)N1[C:18](=[O:47])[C@H:19]([CH:44]([CH3:46])[CH3:45])[CH2:20]/[CH:21]=[CH:22]/[CH2:23][CH:24]([C:28](=[O:43])[C:29]1[CH:34]=[CH:33][C:32]([O:35][CH3:36])=[C:31]([O:37][CH2:38][CH2:39][CH2:40][O:41][CH3:42])[CH:30]=1)[CH:25]([CH3:27])[CH3:26])C1C=CC=CC=1.S([O-])([O-])(=O)=S.[Na+].[Na+], predict the reaction product. The product is: [CH:44]([C@H:19]([CH2:20]/[CH:21]=[CH:22]/[CH2:23][CH:24]([C:28](=[O:43])[C:29]1[CH:34]=[CH:33][C:32]([O:35][CH3:36])=[C:31]([O:37][CH2:38][CH2:39][CH2:40][O:41][CH3:42])[CH:30]=1)[CH:25]([CH3:27])[CH3:26])[C:18]([OH:47])=[O:1])([CH3:45])[CH3:46]. (3) Given the reactants Br[C:2]1[N:3]=[C:4]([NH:10][C:11]2[CH:12]=[N:13][N:14]([CH:16]3[CH2:18][CH2:17]3)[CH:15]=2)[C:5](=[O:9])[N:6]([CH3:8])[CH:7]=1.[C:19]([O:22][CH2:23][C:24]1[C:29](B2OC(C)(C)C(C)(C)O2)=[CH:28][CH:27]=[CH:26][C:25]=1[N:39]1[CH2:51][CH2:50][N:42]2[C:43]3[CH2:44][CH2:45][CH2:46][CH2:47][C:48]=3[CH:49]=[C:41]2[C:40]1=[O:52])(=[O:21])[CH3:20].C([O-])([O-])=O.[Na+].[Na+].COCCOC, predict the reaction product. The product is: [C:19]([O:22][CH2:23][C:24]1[C:25]([N:39]2[CH2:51][CH2:50][N:42]3[C:43]4[CH2:44][CH2:45][CH2:46][CH2:47][C:48]=4[CH:49]=[C:41]3[C:40]2=[O:52])=[CH:26][CH:27]=[CH:28][C:29]=1[C:2]1[N:3]=[C:4]([NH:10][C:11]2[CH:12]=[N:13][N:14]([CH:16]3[CH2:18][CH2:17]3)[CH:15]=2)[C:5](=[O:9])[N:6]([CH3:8])[CH:7]=1)(=[O:21])[CH3:20]. (4) The product is: [CH:12]1[CH:11]=[CH:10][C:9]2[C:8](=[CH:14][CH:15]=[CH:6][C:5]=2[OH:7])[CH:13]=1. Given the reactants C(O[C:5](=[O:7])[CH3:6])(=O)C.[C:8]1([CH3:14])[CH:13]=[CH:12][CH:11]=[CH:10][CH:9]=1.[C:15]([O-])(=O)C.[Na+], predict the reaction product. (5) Given the reactants C[O:2][C:3]([C:5]1[S:6][CH:7]=[C:8]([Br:28])[C:9]=1[CH2:10][N:11]([CH2:17][C:18]1[CH:23]=[CH:22][C:21]([O:24][CH3:25])=[CH:20][C:19]=1[O:26][CH3:27])[CH2:12][C:13]([O:15][CH3:16])=[O:14])=O.CC(C)([O-])C.[K+], predict the reaction product. The product is: [CH3:16][O:15][C:13]([CH:12]1[N:11]([CH2:17][C:18]2[CH:23]=[CH:22][C:21]([O:24][CH3:25])=[CH:20][C:19]=2[O:26][CH3:27])[CH2:10][C:9]2[C:8]([Br:28])=[CH:7][S:6][C:5]=2[C:3]1=[O:2])=[O:14].